From a dataset of Experimentally validated miRNA-target interactions with 360,000+ pairs, plus equal number of negative samples. Binary Classification. Given a miRNA mature sequence and a target amino acid sequence, predict their likelihood of interaction. The miRNA is hsa-miR-5739 with sequence GCGGAGAGAGAAUGGGGAGC. The protein sequence of the target gene is MAKMELSKAFSGQRTLLSAILSMLSLSFSTTSLLSNYWFVGTQKVPKPLCEKGLAAKCFDMPVSLDGDTNTSTQEVVQYNWETGDDRFSFRSFRSGMWLSCEETVEEPALLHPQSWKQFRALRSSGTAAAKGERCRSFIELTPPAKREILWLSLGTQITYIGLQFISFLLLLTDLLLTGNPACGLKLSAFAAVSSVLSGLLGMVAHMMYSQVFQATVNLGPEDWRPHVWNYGWAFYMAWLSFTCCMASAVTTFNTYTRMVLEFKCKHSKSFKENPNCLPHHHQCFPRRLSSAAPTVGPLT.... Result: 0 (no interaction).